Dataset: Full USPTO retrosynthesis dataset with 1.9M reactions from patents (1976-2016). Task: Predict the reactants needed to synthesize the given product. (1) The reactants are: Cl[C:2]1[N:7]=[C:6]([C:8]2[N:12]3[CH:13]=[CH:14][CH:15]=[C:16]([F:17])[C:11]3=[N:10][C:9]=2[C:18]2[CH:19]=[C:20]([CH:32]=[CH:33][CH:34]=2)[C:21]([NH:23][C:24]2[C:29]([F:30])=[CH:28][CH:27]=[CH:26][C:25]=2[F:31])=[O:22])[CH:5]=[CH:4][N:3]=1.[F:35][CH2:36][CH2:37][N:38]1[CH2:43][CH2:42][N:41]([CH:44]2[CH2:49][CH2:48][N:47]([C:50]3[CH:56]=[CH:55][C:53]([NH2:54])=[C:52]([O:57][CH3:58])[CH:51]=3)[CH2:46][CH2:45]2)[CH2:40][CH2:39]1.O.C1(C)C=CC(S(O)(=O)=O)=CC=1.C[O-].[Na+]. Given the product [F:31][C:25]1[CH:26]=[CH:27][CH:28]=[C:29]([F:30])[C:24]=1[NH:23][C:21](=[O:22])[C:20]1[CH:32]=[CH:33][CH:34]=[C:18]([C:9]2[N:10]=[C:11]3[C:16]([F:17])=[CH:15][CH:14]=[CH:13][N:12]3[C:8]=2[C:6]2[CH:5]=[CH:4][N:3]=[C:2]([NH:54][C:53]3[CH:55]=[CH:56][C:50]([N:47]4[CH2:46][CH2:45][CH:44]([N:41]5[CH2:40][CH2:39][N:38]([CH2:37][CH2:36][F:35])[CH2:43][CH2:42]5)[CH2:49][CH2:48]4)=[CH:51][C:52]=3[O:57][CH3:58])[N:7]=2)[CH:19]=1, predict the reactants needed to synthesize it. (2) The reactants are: [OH:1][CH2:2][C:3]1([CH2:6][OH:7])[CH2:5][CH2:4]1.N1C=CN=C1.[C:13]([Si:17]([C:25]1[CH:30]=[CH:29][CH:28]=[CH:27][CH:26]=1)([C:19]1[CH:24]=[CH:23][CH:22]=[CH:21][CH:20]=1)Cl)([CH3:16])([CH3:15])[CH3:14].[Cl-].[Na+]. Given the product [Si:17]([O:1][CH2:2][C:3]1([CH2:6][OH:7])[CH2:5][CH2:4]1)([C:13]([CH3:16])([CH3:15])[CH3:14])([C:25]1[CH:26]=[CH:27][CH:28]=[CH:29][CH:30]=1)[C:19]1[CH:24]=[CH:23][CH:22]=[CH:21][CH:20]=1, predict the reactants needed to synthesize it. (3) The reactants are: [CH2:1]([O:3][C:4](=[O:14])[CH:5]([C:12]#[N:13])[NH:6][C:7](=O)[CH:8]([CH3:10])[CH3:9])[CH3:2].COC1C=CC(P2(SP(C3C=CC(OC)=CC=3)(=S)S2)=[S:24])=CC=1.CCCCCCC.C1COCC1. Given the product [CH2:1]([O:3][C:4]([C:5]1[N:6]=[C:7]([CH:8]([CH3:10])[CH3:9])[S:24][C:12]=1[NH2:13])=[O:14])[CH3:2], predict the reactants needed to synthesize it. (4) The reactants are: O1[C:5]2([CH2:10][CH2:9][CH:8]([N:11]3[C:15]4=[N:16][CH:17]=[N:18][C:19]([NH2:20])=[C:14]4[C:13]([C:21]4[CH:22]=[N:23][C:24]([O:27][C:28]5[CH:33]=[CH:32][CH:31]=[CH:30][CH:29]=5)=[CH:25][CH:26]=4)=[N:12]3)[CH2:7][CH2:6]2)[O:4]CC1.Cl.C(=O)(O)[O-].[Na+]. Given the product [NH2:20][C:19]1[N:18]=[CH:17][N:16]=[C:15]2[N:11]([CH:8]3[CH2:7][CH2:6][C:5](=[O:4])[CH2:10][CH2:9]3)[N:12]=[C:13]([C:21]3[CH:22]=[N:23][C:24]([O:27][C:28]4[CH:33]=[CH:32][CH:31]=[CH:30][CH:29]=4)=[CH:25][CH:26]=3)[C:14]=12, predict the reactants needed to synthesize it. (5) Given the product [C:30]([O:34][C:35](=[O:38])[CH2:36][NH:37][C:11](=[O:28])[C@H:12]([CH2:24][C:25](=[O:27])[NH2:26])[NH:13][C:14]([O:16][CH2:17][C:18]1[CH:19]=[CH:20][CH:21]=[CH:22][CH:23]=1)=[O:15])([CH3:33])([CH3:32])[CH3:31], predict the reactants needed to synthesize it. The reactants are: [N+](C1C=CC(O[C:11](=[O:28])[C@H:12]([CH2:24][C:25](=[O:27])[NH2:26])[NH:13][C:14]([O:16][CH2:17][C:18]2[CH:23]=[CH:22][CH:21]=[CH:20][CH:19]=2)=[O:15])=CC=1)([O-])=O.Cl.[C:30]([O:34][C:35](=[O:38])[CH2:36][NH2:37])([CH3:33])([CH3:32])[CH3:31].CN1CCOCC1. (6) Given the product [C:10]([N:17]1[CH2:18][CH2:19][N:20]([C:23]2[CH:28]=[CH:27][CH:26]=[CH:25][C:24]=2[CH2:29][NH2:30])[CH2:21][CH2:22]1)([O:12][C:13]([CH3:16])([CH3:15])[CH3:14])=[O:11], predict the reactants needed to synthesize it. The reactants are: [BH4-].[Na+].C(O)(C(F)(F)F)=O.[C:10]([N:17]1[CH2:22][CH2:21][N:20]([C:23]2[CH:28]=[CH:27][CH:26]=[CH:25][C:24]=2[C:29]#[N:30])[CH2:19][CH2:18]1)([O:12][C:13]([CH3:16])([CH3:15])[CH3:14])=[O:11]. (7) Given the product [CH3:18][S:19]([C:22]1[CH:27]=[CH:26][C:25]([C:28]2[CH:33]=[CH:32][CH:31]=[CH:30][CH:29]=2)=[C:24]([C:34]([N:13]2[CH2:12][CH2:11][N:10]([C:7]3[CH:8]=[CH:9][C:4]([O:3][C:2]([F:1])([F:16])[F:17])=[CH:5][CH:6]=3)[CH2:15][CH2:14]2)=[O:35])[CH:23]=1)(=[O:20])=[O:21], predict the reactants needed to synthesize it. The reactants are: [F:1][C:2]([F:17])([F:16])[O:3][C:4]1[CH:9]=[CH:8][C:7]([N:10]2[CH2:15][CH2:14][NH:13][CH2:12][CH2:11]2)=[CH:6][CH:5]=1.[CH3:18][S:19]([C:22]1[CH:23]=[C:24]([C:34](O)=[O:35])[C:25]([C:28]2[CH:33]=[CH:32][CH:31]=[CH:30][CH:29]=2)=[CH:26][CH:27]=1)(=[O:21])=[O:20]. (8) Given the product [F:1][C:2]1[CH:15]=[CH:14][C:13]([S:17]([Cl:16])(=[O:19])=[O:18])=[C:4]([CH2:5][NH:6][C:7](=[O:12])[C:8]([F:10])([F:11])[F:9])[CH:3]=1, predict the reactants needed to synthesize it. The reactants are: [F:1][C:2]1[CH:3]=[C:4]([CH:13]=[CH:14][CH:15]=1)[CH2:5][NH:6][C:7](=[O:12])[C:8]([F:11])([F:10])[F:9].[Cl:16][S:17](O)(=[O:19])=[O:18]. (9) Given the product [CH3:24][C:25]1[CH:30]=[CH:29][CH:28]=[CH:27][C:26]=1[NH:31][C:32](=[O:46])[NH:33][C:34]1[CH:39]=[CH:38][C:37]([CH2:40][C:41]([N:11]2[C@@H:7]([C:1]3[CH:2]=[CH:3][CH:4]=[CH:5][CH:6]=3)[CH2:8][CH2:9][C@H:10]2[CH2:12][O:13][C:14]2[CH:15]=[CH:16][C:17]([C:18]([O:20][CH3:21])=[O:19])=[CH:22][CH:23]=2)=[O:42])=[CH:36][C:35]=1[O:44][CH3:45], predict the reactants needed to synthesize it. The reactants are: [C:1]1([C@@H:7]2[NH:11][C@H:10]([CH2:12][O:13][C:14]3[CH:23]=[CH:22][C:17]([C:18]([O:20][CH3:21])=[O:19])=[CH:16][CH:15]=3)[CH2:9][CH2:8]2)[CH:6]=[CH:5][CH:4]=[CH:3][CH:2]=1.[CH3:24][C:25]1[CH:30]=[CH:29][CH:28]=[CH:27][C:26]=1[NH:31][C:32](=[O:46])[NH:33][C:34]1[CH:39]=[CH:38][C:37]([CH2:40][C:41](O)=[O:42])=[CH:36][C:35]=1[O:44][CH3:45].CCN=C=NCCCN(C)C.Cl.O. (10) Given the product [CH3:13][N:14]1[CH:18]=[C:17]([C:4]2[CH:5]=[C:6]3[NH:12][CH:11]=[CH:10][C:7]3=[N:8][CH:9]=2)[CH:16]=[N:15]1, predict the reactants needed to synthesize it. The reactants are: N#N.Br[C:4]1[CH:5]=[C:6]2[NH:12][CH:11]=[CH:10][C:7]2=[N:8][CH:9]=1.[CH3:13][N:14]1[CH:18]=[C:17](B2OC(C)(C)C(C)(C)O2)[CH:16]=[N:15]1.C([O-])([O-])=O.[K+].[K+].